This data is from Full USPTO retrosynthesis dataset with 1.9M reactions from patents (1976-2016). The task is: Predict the reactants needed to synthesize the given product. (1) Given the product [F:20][C:11]1[CH:12]=[C:13]([C:16]([OH:19])([CH3:17])[CH3:18])[CH:14]=[CH:15][C:10]=1[C:4]1[S:3][C:2]([NH:1][C:22]2[CH:23]=[CH:24][CH:25]=[C:26]([CH2:28][O:29][CH2:30][C:31]([N:33]3[CH2:34][CH2:35][O:36][CH2:37][CH2:38]3)=[O:32])[N:27]=2)=[C:6]([C:7]([NH2:9])=[O:8])[CH:5]=1, predict the reactants needed to synthesize it. The reactants are: [NH2:1][C:2]1[S:3][C:4]([C:10]2[CH:15]=[CH:14][C:13]([C:16]([OH:19])([CH3:18])[CH3:17])=[CH:12][C:11]=2[F:20])=[CH:5][C:6]=1[C:7]([NH2:9])=[O:8].Br[C:22]1[N:27]=[C:26]([CH2:28][O:29][CH2:30][C:31]([N:33]2[CH2:38][CH2:37][O:36][CH2:35][CH2:34]2)=[O:32])[CH:25]=[CH:24][CH:23]=1. (2) Given the product [Br:1][C:2]1[C:10]2[C:5](=[N:6][C:7]([NH:16][CH2:17][CH2:18][N:19]3[CH2:24][CH2:23][O:22][CH2:21][CH2:20]3)=[N:8][CH:9]=2)[N:4]([CH3:15])[N:3]=1, predict the reactants needed to synthesize it. The reactants are: [Br:1][C:2]1[C:10]2[C:5](=[N:6][C:7](S(C)(=O)=O)=[N:8][CH:9]=2)[N:4]([CH3:15])[N:3]=1.[NH2:16][CH2:17][CH2:18][N:19]1[CH2:24][CH2:23][O:22][CH2:21][CH2:20]1. (3) Given the product [F:1][C:2]([F:16])([CH:5]([F:15])[C:6]1[CH:11]=[CH:10][CH:9]=[C:8]([N+:12]([O-:14])=[O:13])[CH:7]=1)[CH2:3][NH:4][C:17](=[O:18])[O:19][C:20]([CH3:23])([CH3:22])[CH3:21], predict the reactants needed to synthesize it. The reactants are: [F:1][C:2]([F:16])([CH:5]([F:15])[C:6]1[CH:11]=[CH:10][CH:9]=[C:8]([N+:12]([O-:14])=[O:13])[CH:7]=1)[CH2:3][NH2:4].[C:17](O[C:17]([O:19][C:20]([CH3:23])([CH3:22])[CH3:21])=[O:18])([O:19][C:20]([CH3:23])([CH3:22])[CH3:21])=[O:18].O.C(OCC)(=O)C. (4) Given the product [C:14]1([NH:13][C:11](=[O:12])[NH2:10])[C:23]2[C:18](=[CH:19][CH:20]=[CH:21][CH:22]=2)[CH:17]=[CH:16][CH:15]=1, predict the reactants needed to synthesize it. The reactants are: C(C1C=C([NH:10][C:11]([NH:13][C:14]2[C:23]3[C:18](=[CH:19][CH:20]=[CH:21][CH:22]=3)[CH:17]=[CH:16][CH:15]=2)=[O:12])N(C2C=CC=C(CO)C=2)N=1)(C)(C)C.O=S(Cl)Cl. (5) The reactants are: C([Li])CCC.[C:6]1([CH2:12][C:13]([OH:15])=[O:14])[CH:11]=[CH:10][CH:9]=[CH:8][CH:7]=1.Br[CH2:17][CH2:18][Cl:19].Cl. Given the product [Cl:19][CH2:18][CH2:17][CH:12]([C:6]1[CH:11]=[CH:10][CH:9]=[CH:8][CH:7]=1)[C:13]([OH:15])=[O:14], predict the reactants needed to synthesize it.